From a dataset of Reaction yield outcomes from USPTO patents with 853,638 reactions. Predict the reaction yield, written as a fraction of the theoretical maximum amount of product (1.0 means a 100% yield; for example, 0.34 means a 34% yield). The reactants are [CH2:1]([O:8][C:9](=[O:28])[NH:10][C@@H:11]([CH3:27])[CH2:12][N:13]1[C:21]2[C:16](=[CH:17][CH:18]=[C:19]3[O:24][C:23]([CH2:25][NH2:26])=[CH:22][C:20]3=2)[CH:15]=[N:14]1)[C:2]1[CH:7]=[CH:6][CH:5]=[CH:4][CH:3]=1.C(N(C(C)C)CC)(C)C.[C:38](Cl)(=[O:45])[C:39]1[CH:44]=[CH:43][CH:42]=[N:41][CH:40]=1. The catalyst is C1COCC1. The product is [CH2:1]([O:8][C:9](=[O:28])[NH:10][C@@H:11]([CH3:27])[CH2:12][N:13]1[C:21]2[C:16](=[CH:17][CH:18]=[C:19]3[O:24][C:23]([CH2:25][NH:26][C:38]([C:39]4[CH:40]=[N:41][CH:42]=[CH:43][CH:44]=4)=[O:45])=[CH:22][C:20]3=2)[CH:15]=[N:14]1)[C:2]1[CH:7]=[CH:6][CH:5]=[CH:4][CH:3]=1. The yield is 0.390.